This data is from Full USPTO retrosynthesis dataset with 1.9M reactions from patents (1976-2016). The task is: Predict the reactants needed to synthesize the given product. (1) Given the product [NH2:1][N:3]1[CH2:4][CH2:5][N:6]([C:9]([O:11][C:12]([CH3:15])([CH3:14])[CH3:13])=[O:10])[CH2:7][CH2:8]1, predict the reactants needed to synthesize it. The reactants are: [N:1]([N:3]1[CH2:8][CH2:7][N:6]([C:9]([O:11][C:12]([CH3:15])([CH3:14])[CH3:13])=[O:10])[CH2:5][CH2:4]1)=O.[H-].[H-].[H-].[H-].[Li+].[Al+3]. (2) Given the product [C:1]([O:5][C:6]([N:8]1[CH2:20][C@@H:19]([CH3:21])[N:18]2[C@H:10]([CH2:11][C:12]3[C:17]2=[N:16][C:15]([CH2:22][CH2:23][CH2:24][O:25][CH3:28])=[CH:14][CH:13]=3)[CH2:9]1)=[O:7])([CH3:3])([CH3:2])[CH3:4], predict the reactants needed to synthesize it. The reactants are: [C:1]([O:5][C:6]([N:8]1[CH2:20][C@@H:19]([CH3:21])[N:18]2[C@H:10]([CH2:11][C:12]3[C:17]2=[N:16][C:15]([CH2:22][CH2:23][CH2:24][OH:25])=[CH:14][CH:13]=3)[CH2:9]1)=[O:7])([CH3:4])([CH3:3])[CH3:2].[H-].[Na+].[CH3:28]I.O. (3) Given the product [S:15]1[C:16]2[CH:22]=[CH:21][CH:20]=[CH:19][C:17]=2[N:18]=[C:14]1[CH:11]([C:12]#[N:13])[C:9]1[CH:8]=[CH:7][N:6]=[C:5]([NH:4][CH2:3][CH2:2][NH:1][C:28](=[O:29])[C:27]2[CH:31]=[CH:32][C:24]([Cl:23])=[CH:25][CH:26]=2)[N:10]=1, predict the reactants needed to synthesize it. The reactants are: [NH2:1][CH2:2][CH2:3][NH:4][C:5]1[N:10]=[C:9]([CH:11]([C:14]2[S:15][C:16]3[CH:22]=[CH:21][CH:20]=[CH:19][C:17]=3[N:18]=2)[C:12]#[N:13])[CH:8]=[CH:7][N:6]=1.[Cl:23][C:24]1[CH:32]=[CH:31][C:27]([C:28](Cl)=[O:29])=[CH:26][CH:25]=1.C(N(CC)CC)C. (4) The reactants are: [CH:1](=O)[C:2]1[C:3](=[CH:5][CH:6]=[CH:7][CH:8]=1)[OH:4].[NH2:10][C:11]1[CH:16]=[CH:15][C:14]([C:17]2[C:25]3[C:20](=[N:21][CH:22]=[N:23][C:24]=3[NH2:26])[N:19]([C@H:27]3[CH2:32][CH2:31][C@H:30]([N:33]4[CH2:38][CH2:37][N:36]([CH3:39])[CH2:35][CH2:34]4)[CH2:29][CH2:28]3)[N:18]=2)=[CH:13][C:12]=1[Cl:40]. Given the product [NH2:26][C:24]1[N:23]=[CH:22][N:21]=[C:20]2[N:19]([C@H:27]3[CH2:32][CH2:31][C@H:30]([N:33]4[CH2:34][CH2:35][N:36]([CH3:39])[CH2:37][CH2:38]4)[CH2:29][CH2:28]3)[N:18]=[C:17]([C:14]3[CH:15]=[CH:16][C:11]([N:10]=[CH:1][C:2]4[CH:8]=[CH:7][CH:6]=[CH:5][C:3]=4[OH:4])=[C:12]([Cl:40])[CH:13]=3)[C:25]=12, predict the reactants needed to synthesize it. (5) Given the product [O:6]([C:17]1[CH:26]=[C:25]2[C:20]([CH:21]=[CH:22][CH:23]=[N:24]2)=[CH:19][CH:18]=1)[S:3]([C:2]([F:15])([F:14])[F:1])(=[O:5])=[O:4], predict the reactants needed to synthesize it. The reactants are: [F:1][C:2]([F:15])([F:14])[S:3]([O:6]S(C(F)(F)F)(=O)=O)(=[O:5])=[O:4].O[C:17]1[CH:26]=[C:25]2[C:20]([CH:21]=[CH:22][CH:23]=[N:24]2)=[CH:19][CH:18]=1. (6) Given the product [CH2:2]([O:4][C:5](=[O:25])[C@H:6]([CH3:24])[CH2:7][C@H:8]([C:63](=[O:64])[NH:61][C:60]1[NH:28][N:51]=[N:52][N:44]=1)[CH2:9][C:10]1[CH:15]=[CH:14][C:13]([C:16]2[CH:21]=[CH:20][CH:19]=[CH:18][CH:17]=2)=[CH:12][CH:11]=1)[CH3:3], predict the reactants needed to synthesize it. The reactants are: Cl.[CH2:2]([O:4][C:5](=[O:25])[C@@H:6]([CH3:24])[CH2:7][CH:8](N)[CH2:9][C:10]1[CH:15]=[CH:14][C:13]([C:16]2[CH:21]=[CH:20][CH:19]=[C:18](Cl)[CH:17]=2)=[CH:12][CH:11]=1)[CH3:3].CC[N:28](CC)CC.C(Cl)Cl.CN(C(O[N:44]1[N:52]=[N:51]C2C=CC=NC1=2)=[N+](C)C)C.F[P-](F)(F)(F)(F)F.[CH3:60][N:61]([CH:63]=[O:64])C. (7) The reactants are: C([NH:4][C:5]1[N:10]=[CH:9][C:8]([CH:11]([CH3:18])[CH2:12][C:13]([O:15]CC)=[O:14])=[CH:7][CH:6]=1)(=O)C.[ClH:19]. Given the product [ClH:19].[NH2:4][C:5]1[N:10]=[CH:9][C:8]([CH:11]([CH3:18])[CH2:12][C:13]([OH:15])=[O:14])=[CH:7][CH:6]=1, predict the reactants needed to synthesize it.